Dataset: Reaction yield outcomes from USPTO patents with 853,638 reactions. Task: Predict the reaction yield, written as a fraction of the theoretical maximum amount of product (1.0 means a 100% yield; for example, 0.34 means a 34% yield). (1) The reactants are [CH3:1][C:2]1[CH:7]=[CH:6][C:5]([S:8]([O:11][CH2:12][CH:13]2[CH2:17][C:16]3[CH:18]=[CH:19][C:20]([OH:22])=[CH:21][C:15]=3[O:14]2)(=[O:10])=[O:9])=[CH:4][CH:3]=1.C(N(C(C)C)CC)(C)C.[F:32][C:33]([F:46])([F:45])[S:34](O[S:34]([C:33]([F:46])([F:45])[F:32])(=[O:36])=[O:35])(=[O:36])=[O:35]. The catalyst is ClCCl. The product is [CH3:1][C:2]1[CH:3]=[CH:4][C:5]([S:8]([O:11][CH2:12][CH:13]2[CH2:17][C:16]3[CH:18]=[CH:19][C:20]([O:22][S:34]([C:33]([F:46])([F:45])[F:32])(=[O:36])=[O:35])=[CH:21][C:15]=3[O:14]2)(=[O:10])=[O:9])=[CH:6][CH:7]=1. The yield is 0.840. (2) The reactants are [CH:1]([NH:4][C:5]([C:7]1[C:15]2[C:10](=[N:11][CH:12]=[C:13]([O:16][C:17]3[CH:22]=[CH:21][CH:20]=[CH:19][CH:18]=3)[N:14]=2)[N:9](COCC[Si](C)(C)C)[CH:8]=1)=[O:6])([CH3:3])[CH3:2].FC(F)(F)C(O)=O. The catalyst is ClCCl. The product is [CH:1]([NH:4][C:5]([C:7]1[C:15]2[C:10](=[N:11][CH:12]=[C:13]([O:16][C:17]3[CH:22]=[CH:21][CH:20]=[CH:19][CH:18]=3)[N:14]=2)[NH:9][CH:8]=1)=[O:6])([CH3:3])[CH3:2]. The yield is 0.780. (3) The reactants are [CH3:1][O:2][C:3]1[CH:8]=[CH:7][CH:6]=[CH:5][C:4]=1[C:9]1[C:17]2[C:12](=[N:13][CH:14]=[C:15]([C:18]3[CH:19]=[C:20]([CH:24]=[CH:25][CH:26]=3)[C:21]([OH:23])=O)[CH:16]=2)[NH:11][CH:10]=1.CN(C(ON1N=NC2C=CC=NC1=2)=[N+](C)C)C.F[P-](F)(F)(F)(F)F.[CH3:51][N:52]([CH3:57])[CH2:53][CH2:54][NH:55][CH3:56]. The catalyst is CN(C=O)C.CS(C)=O. The product is [CH3:51][N:52]([CH3:57])[CH2:53][CH2:54][N:55]([CH3:56])[C:21](=[O:23])[C:20]1[CH:24]=[CH:25][CH:26]=[C:18]([C:15]2[CH:16]=[C:17]3[C:9]([C:4]4[CH:5]=[CH:6][CH:7]=[CH:8][C:3]=4[O:2][CH3:1])=[CH:10][NH:11][C:12]3=[N:13][CH:14]=2)[CH:19]=1. The yield is 0.540. (4) The reactants are [NH2:1][C:2]1[CH:3]=[CH:4][CH:5]=[C:6]2[C:10]=1[NH:9][C:8](=[O:11])[CH2:7]2.C(Cl)CCl.[CH:16](O)=[O:17]. The product is [O:11]=[C:8]1[CH2:7][C:6]2[C:10](=[C:2]([NH:1][CH:16]=[O:17])[CH:3]=[CH:4][CH:5]=2)[NH:9]1. The yield is 0.710. The catalyst is C(Cl)Cl. (5) The reactants are [N+:1]([C:4]1[CH:5]=[C:6](B(O)O)[CH:7]=[CH:8][CH:9]=1)([O-:3])=[O:2].Br[C:14]1[C:19]([CH:20]([CH3:22])[CH3:21])=[CH:18][CH:17]=[CH:16][C:15]=1[CH:23]([CH3:25])[CH3:24].P([O-])([O-])([O-])=O.[K+].[K+].[K+]. The catalyst is C1(C)C=CC=CC=1.C([O-])(=O)C.[Pd+2].C([O-])(=O)C.C1(P(C2CCCCC2)C2C=CC=CC=2C2C(OC)=CC=CC=2OC)CCCCC1. The product is [CH:20]([C:19]1[CH:18]=[CH:17][CH:16]=[C:15]([CH:23]([CH3:25])[CH3:24])[C:14]=1[C:6]1[CH:7]=[CH:8][CH:9]=[C:4]([N+:1]([O-:3])=[O:2])[CH:5]=1)([CH3:22])[CH3:21]. The yield is 0.670. (6) The reactants are [F:1][C:2]([F:15])([F:14])[C:3]1[CH:4]=[C:5]([CH:7]=[C:8]([C:10]([F:13])([F:12])[F:11])[CH:9]=1)[NH2:6].[Cl:16][CH2:17][C:18](O)=[O:19].C(Cl)CCl. The catalyst is C(Cl)Cl.CN(C1C=CN=CC=1)C. The product is [F:1][C:2]([F:14])([F:15])[C:3]1[CH:4]=[C:5]([NH:6][C:18](=[O:19])[CH2:17][Cl:16])[CH:7]=[C:8]([C:10]([F:11])([F:12])[F:13])[CH:9]=1. The yield is 0.740. (7) The reactants are [Cl:1][C:2]1[CH:3]=[C:4]([CH:6]=[CH:7][C:8]=1[F:9])[NH2:5].Br.Br[CH:12]([C:14]1[CH:15]=[C:16]([C:31]([N:33]([CH3:35])[CH3:34])=[O:32])[CH:17]=[C:18]2[C:23]=1[O:22][C:21]([N:24]1[CH2:29][CH2:28][O:27][CH2:26][CH2:25]1)=[CH:20][C:19]2=[O:30])[CH3:13]. No catalyst specified. The product is [Cl:1][C:2]1[CH:3]=[C:4]([NH:5][CH:12]([C:14]2[CH:15]=[C:16]([C:31]([N:33]([CH3:35])[CH3:34])=[O:32])[CH:17]=[C:18]3[C:23]=2[O:22][C:21]([N:24]2[CH2:29][CH2:28][O:27][CH2:26][CH2:25]2)=[CH:20][C:19]3=[O:30])[CH3:13])[CH:6]=[CH:7][C:8]=1[F:9]. The yield is 0.631. (8) The reactants are C(N[C:6]([C:8]1[S:12][C:11]2[CH2:13][C:14]([CH3:17])([CH3:16])[CH2:15][C:10]=2[C:9]=1[CH:18]=[N:19][NH2:20])=[O:7])(C)(C)C. The catalyst is OS(O)(=O)=O. The product is [CH3:17][C:14]1([CH3:16])[CH2:13][C:11]2[S:12][C:8]3[C:6](=[O:7])[NH:20][N:19]=[CH:18][C:9]=3[C:10]=2[CH2:15]1. The yield is 0.600.